This data is from Forward reaction prediction with 1.9M reactions from USPTO patents (1976-2016). The task is: Predict the product of the given reaction. Given the reactants [F:1][C:2]1[CH:3]=[CH:4][C:5]([N+:28]([O-])=O)=[C:6]([NH:8][CH:9]2[CH2:14][CH2:13][N:12]([C:15]3([CH3:27])[CH2:19][CH2:18][N:17]([C:20]([O:22][C:23]([CH3:26])([CH3:25])[CH3:24])=[O:21])[CH2:16]3)[CH2:11][CH2:10]2)[CH:7]=1, predict the reaction product. The product is: [NH2:28][C:5]1[CH:4]=[CH:3][C:2]([F:1])=[CH:7][C:6]=1[NH:8][CH:9]1[CH2:10][CH2:11][N:12]([C:15]2([CH3:27])[CH2:19][CH2:18][N:17]([C:20]([O:22][C:23]([CH3:26])([CH3:25])[CH3:24])=[O:21])[CH2:16]2)[CH2:13][CH2:14]1.